From a dataset of Orexin1 receptor HTS with 218,158 compounds and 233 confirmed actives. Binary Classification. Given a drug SMILES string, predict its activity (active/inactive) in a high-throughput screening assay against a specified biological target. (1) The compound is Clc1ccc(Cc2oc3c(n2)cc(C(=O)N2CC(CCC2)COC)cc3)cc1. The result is 0 (inactive). (2) The drug is O(c1cc(C(=O)Nc2n(nc(c2)C)c2ccccc2)cc(OC)c1)C. The result is 0 (inactive).